Dataset: Reaction yield outcomes from USPTO patents with 853,638 reactions. Task: Predict the reaction yield, written as a fraction of the theoretical maximum amount of product (1.0 means a 100% yield; for example, 0.34 means a 34% yield). (1) The reactants are [CH3:1][O:2][C:3]1[CH:12]=[C:11]2[C:6]([CH:7]=[CH:8][C:9](=[O:16])[N:10]2[CH2:13][CH:14]=O)=[N:5][CH:4]=1.[O:17]1[C:26]2[CH:25]=[C:24]([CH2:27][N:28]([CH:36]3[CH2:41][CH2:40][NH:39][CH2:38][CH2:37]3)[C:29](=[O:35])[O:30][C:31]([CH3:34])([CH3:33])[CH3:32])[N:23]=[CH:22][C:21]=2[O:20][CH2:19][CH2:18]1.[BH-](OC(C)=O)(OC(C)=O)OC(C)=O.[Na+].C([O-])(O)=O.[Na+]. The catalyst is C(Cl)(Cl)Cl.CO. The product is [O:17]1[C:26]2[CH:25]=[C:24]([CH2:27][N:28]([CH:36]3[CH2:41][CH2:40][N:39]([CH2:14][CH2:13][N:10]4[C:11]5[C:6](=[N:5][CH:4]=[C:3]([O:2][CH3:1])[CH:12]=5)[CH:7]=[CH:8][C:9]4=[O:16])[CH2:38][CH2:37]3)[C:29](=[O:35])[O:30][C:31]([CH3:34])([CH3:33])[CH3:32])[N:23]=[CH:22][C:21]=2[O:20][CH2:19][CH2:18]1. The yield is 0.620. (2) The reactants are C[C:2]1[CH:9]=[C:8]([NH:10][C:11]2[N:16]=[C:15]([NH:17][C:18]3[C:23]([CH3:24])=[CH:22][C:21]([Br:25])=[CH:20][C:19]=3[CH3:26])[C:14]([N+:27]([O-:29])=[O:28])=[C:13]([CH3:30])[N:12]=2)[CH:7]=[CH:6][C:3]=1[C:4]#[N:5].C(O[CH:36](N(C)C)[N:37]([CH3:39])[CH3:38])(C)(C)C. The catalyst is CN(C=O)C. The product is [Br:25][C:21]1[CH:22]=[C:23]([CH3:24])[C:18]([NH:17][C:15]2[C:14]([N+:27]([O-:29])=[O:28])=[C:13](/[CH:30]=[CH:36]/[N:37]([CH3:39])[CH3:38])[N:12]=[C:11]([NH:10][C:8]3[CH:7]=[CH:6][C:3]([C:4]#[N:5])=[CH:2][CH:9]=3)[N:16]=2)=[C:19]([CH3:26])[CH:20]=1. The yield is 0.670. (3) The reactants are [H-].[Na+].[CH3:3]I.[CH3:5][C:6]1([OH:16])[CH2:15][CH2:14][C:9]2([O:13][CH2:12][CH2:11][O:10]2)[CH2:8][CH2:7]1. The catalyst is O1CCCC1. The product is [CH3:3][O:16][C:6]1([CH3:5])[CH2:15][CH2:14][C:9]2([O:10][CH2:11][CH2:12][O:13]2)[CH2:8][CH2:7]1. The yield is 0.660.